From a dataset of Peptide-MHC class I binding affinity with 185,985 pairs from IEDB/IMGT. Regression. Given a peptide amino acid sequence and an MHC pseudo amino acid sequence, predict their binding affinity value. This is MHC class I binding data. (1) The peptide sequence is YQIEGAWRA. The MHC is HLA-B46:01 with pseudo-sequence HLA-B46:01. The binding affinity (normalized) is 0.0847. (2) The binding affinity (normalized) is 0.506. The MHC is HLA-A02:02 with pseudo-sequence HLA-A02:02. The peptide sequence is EMVELRILL. (3) The peptide sequence is DLFPKQTIQT. The MHC is HLA-A02:01 with pseudo-sequence HLA-A02:01. The binding affinity (normalized) is 0.125.